From a dataset of Peptide-MHC class II binding affinity with 134,281 pairs from IEDB. Regression. Given a peptide amino acid sequence and an MHC pseudo amino acid sequence, predict their binding affinity value. This is MHC class II binding data. (1) The peptide sequence is EKKYFAADQFEPLAA. The MHC is DRB1_0101 with pseudo-sequence DRB1_0101. The binding affinity (normalized) is 0.463. (2) The peptide sequence is TSKLDAAYKLAYKTA. The MHC is DRB3_0101 with pseudo-sequence DRB3_0101. The binding affinity (normalized) is 0.529. (3) The peptide sequence is CPLDHVNTLHFLTRG. The MHC is DRB1_0701 with pseudo-sequence DRB1_0701. The binding affinity (normalized) is 0.766. (4) The peptide sequence is EVQKVSQPATGAATV. The MHC is HLA-DPA10103-DPB10201 with pseudo-sequence HLA-DPA10103-DPB10201. The binding affinity (normalized) is 0.385. (5) The peptide sequence is QQIKFAALSARAVAL. The MHC is DRB1_1001 with pseudo-sequence DRB1_1001. The binding affinity (normalized) is 0.621. (6) The peptide sequence is GRSEFAYGSFVRTVS. The MHC is HLA-DPA10301-DPB10402 with pseudo-sequence HLA-DPA10301-DPB10402. The binding affinity (normalized) is 0.848. (7) The peptide sequence is IDGNCDGRGKSTRST. The MHC is DRB1_0901 with pseudo-sequence DRB1_0901. The binding affinity (normalized) is 0. (8) The peptide sequence is FRKYTAFTIPSINNE. The MHC is DRB5_0101 with pseudo-sequence DRB5_0101. The binding affinity (normalized) is 0.230.